Dataset: Reaction yield outcomes from USPTO patents with 853,638 reactions. Task: Predict the reaction yield, written as a fraction of the theoretical maximum amount of product (1.0 means a 100% yield; for example, 0.34 means a 34% yield). The yield is 0.990. The catalyst is C(Cl)Cl. The product is [Br:27][C:13]1[N:12]=[C:11]([C:9]([C:3]2[C:4]([Cl:8])=[CH:5][CH:6]=[CH:7][C:2]=2[Cl:1])=[O:10])[N:15]2[CH:16]=[CH:17][CH:18]=[CH:19][C:14]=12. The reactants are [Cl:1][C:2]1[CH:7]=[CH:6][CH:5]=[C:4]([Cl:8])[C:3]=1[C:9]([C:11]1[N:15]2[CH:16]=[CH:17][CH:18]=[CH:19][C:14]2=[CH:13][N:12]=1)=[O:10].C1C(=O)N([Br:27])C(=O)C1.